This data is from Forward reaction prediction with 1.9M reactions from USPTO patents (1976-2016). The task is: Predict the product of the given reaction. Given the reactants [Br:1][C:2]1[CH:7]=[CH:6][C:5](I)=[C:4]([F:9])[CH:3]=1.C([Li])CCC.[C:15]1(=[O:19])[CH2:18][CH2:17][CH2:16]1, predict the reaction product. The product is: [Br:1][C:2]1[CH:7]=[CH:6][C:5]([C:15]2([OH:19])[CH2:18][CH2:17][CH2:16]2)=[C:4]([F:9])[CH:3]=1.